Predict which catalyst facilitates the given reaction. From a dataset of Catalyst prediction with 721,799 reactions and 888 catalyst types from USPTO. (1) Reactant: [CH3:1][C:2]1[CH:7]=[CH:6][C:5]([C:8](=[O:11])[CH2:9][CH3:10])=[CH:4][C:3]=1[N+:12]([O-:14])=[O:13].[Br:15]Br. Product: [Br:15][CH:9]([CH3:10])[C:8]([C:5]1[CH:6]=[CH:7][C:2]([CH3:1])=[C:3]([N+:12]([O-:14])=[O:13])[CH:4]=1)=[O:11]. The catalyst class is: 2. (2) Reactant: [C:1]([O:5][C:6]([N:8]1[CH2:13][CH2:12][CH:11]([NH2:14])[CH2:10][CH2:9]1)=[O:7])([CH3:4])([CH3:3])[CH3:2].Cl[C:16]1[CH:21]=[CH:20][C:19]([N+:22]([O-:24])=[O:23])=[CH:18][N:17]=1.C(N(CC)CC)C.Cl. Product: [C:1]([O:5][C:6]([N:8]1[CH2:13][CH2:12][CH:11]([NH:14][C:16]2[CH:21]=[CH:20][C:19]([N+:22]([O-:24])=[O:23])=[CH:18][N:17]=2)[CH2:10][CH2:9]1)=[O:7])([CH3:4])([CH3:2])[CH3:3]. The catalyst class is: 30. (3) Reactant: [NH2:1][C:2]1[CH:7]=[CH:6][C:5]([CH2:8][CH2:9][CH2:10][CH2:11][C:12]2[CH:17]=[CH:16][C:15]([CH2:18][C:19]([O:21][CH3:22])=[O:20])=[CH:14][CH:13]=2)=[CH:4][CH:3]=1.[CH3:23][N:24]1[CH2:29][CH2:28][CH:27]([C:30](O)=[O:31])[CH2:26][CH2:25]1.CCN(CC)CC.C1C=CC2N(O)N=NC=2C=1. Product: [CH3:23][N:24]1[CH2:29][CH2:28][CH:27]([C:30]([NH:1][C:2]2[CH:7]=[CH:6][C:5]([CH2:8][CH2:9][CH2:10][CH2:11][C:12]3[CH:13]=[CH:14][C:15]([CH2:18][C:19]([O:21][CH3:22])=[O:20])=[CH:16][CH:17]=3)=[CH:4][CH:3]=2)=[O:31])[CH2:26][CH2:25]1. The catalyst class is: 607.